From a dataset of Forward reaction prediction with 1.9M reactions from USPTO patents (1976-2016). Predict the product of the given reaction. (1) Given the reactants [CH3:1][O:2][C:3]([C:5]1[CH:9]=[CH:8][S:7][C:6]=1[C:10]1[CH:15]=[CH:14][C:13]([OH:16])=[CH:12][CH:11]=1)=[O:4].[CH3:17][N:18]([CH3:22])[C:19](Cl)=[S:20].C(N(CC)CC)C.O1CCOCC1, predict the reaction product. The product is: [CH3:1][O:2][C:3]([C:5]1[CH:9]=[CH:8][S:7][C:6]=1[C:10]1[CH:15]=[CH:14][C:13]([O:16][C:19](=[S:20])[N:18]([CH3:22])[CH3:17])=[CH:12][CH:11]=1)=[O:4]. (2) Given the reactants C([O:3][C:4](=[O:37])[CH2:5][N:6]1[C:10]([CH3:11])=[C:9]([CH2:12][C:13]2[CH:18]=[CH:17][C:16]([S:19]([N:22]3[CH2:27][CH2:26][N:25]([C:28]([O:30][CH2:31][CH3:32])=[O:29])[CH2:24][CH2:23]3)(=[O:21])=[O:20])=[CH:15][CH:14]=2)[C:8]2[CH2:33][O:34][CH2:35][CH2:36][C:7]1=2)C.[Li+].[OH-], predict the reaction product. The product is: [CH2:31]([O:30][C:28]([N:25]1[CH2:26][CH2:27][N:22]([S:19]([C:16]2[CH:17]=[CH:18][C:13]([CH2:12][C:9]3[C:8]4[CH2:33][O:34][CH2:35][CH2:36][C:7]=4[N:6]([CH2:5][C:4]([OH:37])=[O:3])[C:10]=3[CH3:11])=[CH:14][CH:15]=2)(=[O:21])=[O:20])[CH2:23][CH2:24]1)=[O:29])[CH3:32]. (3) Given the reactants [CH2:1]=[CH:2][CH:3]([NH:5][C:6]1[C:11](Cl)=[C:10]([C:13]([O:15][CH3:16])=[O:14])[N:9]=[C:8](Cl)[N:7]=1)[CH3:4].[Cl:18][C:19]1[CH:24]=[CH:23][C:22](B(O)O)=[CH:21][C:20]=1[F:28].C(=O)([O-])[O-].[Cs+].[Cs+].O1CCOCC1, predict the reaction product. The product is: [Cl:18][C:19]1[CH:24]=[CH:23][C:22]([C:8]2[N:9]=[C:10]([C:13]([O:15][CH3:16])=[O:14])[C:11]3[C:2]([CH3:1])=[C:3]([CH3:4])[NH:5][C:6]=3[N:7]=2)=[CH:21][C:20]=1[F:28].